From a dataset of Full USPTO retrosynthesis dataset with 1.9M reactions from patents (1976-2016). Predict the reactants needed to synthesize the given product. (1) Given the product [Si:38]([O:45][C@H:46]1[CH2:50][C@H:49]([N:51]2[C:55]3[N:56]=[CH:57][N:58]=[C:59]([NH:60][C@@H:61]4[C:69]5[C:64](=[CH:65][CH:66]=[CH:67][CH:68]=5)[CH2:63][CH2:62]4)[C:54]=3[CH:53]=[CH:52]2)[CH2:48][C@H:47]1/[CH:70]=[CH:11]/[S:8]([NH:7][C:6](=[O:26])[O:5][C:1]([CH3:3])([CH3:2])[CH3:4])(=[O:10])=[O:9])([C:41]([CH3:44])([CH3:42])[CH3:43])([CH3:39])[CH3:40], predict the reactants needed to synthesize it. The reactants are: [C:1]([O:5][C:6](=[O:26])[NH:7][S:8]([CH2:11]P(C1C=CC=CC=1)(C1C=CC=CC=1)=O)(=[O:10])=[O:9])([CH3:4])([CH3:3])[CH3:2].C([Li])CCC.CCCCCC.[Si:38]([O:45][C@H:46]1[CH2:50][C@H:49]([N:51]2[C:55]3[N:56]=[CH:57][N:58]=[C:59]([NH:60][C@@H:61]4[C:69]5[C:64](=[CH:65][CH:66]=[CH:67][CH:68]=5)[CH2:63][CH2:62]4)[C:54]=3[CH:53]=[CH:52]2)[CH2:48][C@H:47]1[CH:70]=O)([C:41]([CH3:44])([CH3:43])[CH3:42])([CH3:40])[CH3:39]. (2) Given the product [C:37]([O:36][C:34]([N:7]1[CH2:8][C@H:9]([C:10]2[CH:15]=[C:14]([C:16]([F:19])([F:18])[F:17])[CH:13]=[C:12]([C:20]([F:21])([F:22])[F:23])[CH:11]=2)[C@@H:5]([C:3]([OH:4])=[O:2])[CH2:6]1)=[O:35])([CH3:38])([CH3:39])[CH3:40], predict the reactants needed to synthesize it. The reactants are: C[O:2][C:3]([C@@H:5]1[C@@H:9]([C:10]2[CH:15]=[C:14]([C:16]([F:19])([F:18])[F:17])[CH:13]=[C:12]([C:20]([F:23])([F:22])[F:21])[CH:11]=2)[CH2:8][NH:7][CH2:6]1)=[O:4].[OH-].[Na+].O([C:34]([O:36][C:37]([CH3:40])([CH3:39])[CH3:38])=[O:35])[C:34]([O:36][C:37]([CH3:40])([CH3:39])[CH3:38])=[O:35]. (3) Given the product [OH:2][C:3]1[CH:28]=[CH:27][CH:26]=[CH:25][C:4]=1/[CH:5]=[CH:46]/[C:45]1[CH:44]=[C:43]([CH2:42][CH2:41][CH2:40][N:31]2[C:32](=[O:39])[C:33]3[C:38](=[CH:37][CH:36]=[CH:35][CH:34]=3)[C:30]2=[O:29])[CH:50]=[CH:49][CH:48]=1, predict the reactants needed to synthesize it. The reactants are: [Br-].[OH:2][C:3]1[CH:28]=[CH:27][CH:26]=[CH:25][C:4]=1[CH2:5][P+](C1C=CC=CC=1)(C1C=CC=CC=1)C1C=CC=CC=1.[O:29]=[C:30]1[C:38]2[C:33](=[CH:34][CH:35]=[CH:36][CH:37]=2)[C:32](=[O:39])[N:31]1[CH2:40][CH2:41][CH2:42][C:43]1[CH:44]=[C:45]([CH:48]=[CH:49][CH:50]=1)[CH:46]=O. (4) Given the product [Cl:1][C:2]1[C:7]([C:8]2[CH:9]=[CH:10][CH:11]=[CH:12][CH:13]=2)=[N:6][N:5]=[C:4]2[N:14]([CH2:23][C:24]([NH:34][CH2:33][C:29]3[CH:28]=[N:27][CH:32]=[CH:31][CH:30]=3)=[O:26])[N:15]=[C:16]([C:17]3[CH:18]=[CH:19][CH:20]=[CH:21][CH:22]=3)[C:3]=12, predict the reactants needed to synthesize it. The reactants are: [Cl:1][C:2]1[C:7]([C:8]2[CH:13]=[CH:12][CH:11]=[CH:10][CH:9]=2)=[N:6][N:5]=[C:4]2[N:14]([CH2:23][C:24]([OH:26])=O)[N:15]=[C:16]([C:17]3[CH:22]=[CH:21][CH:20]=[CH:19][CH:18]=3)[C:3]=12.[N:27]1[CH:32]=[CH:31][CH:30]=[C:29]([CH2:33][NH2:34])[CH:28]=1.C(N(C(C)C)CC)(C)C.F[P-](F)(F)(F)(F)F.N1(OC(N(C)C)=[N+](C)C)C2N=CC=CC=2N=N1. (5) Given the product [NH2:1][C:2]1[N:10]=[CH:9][N:8]=[C:7]2[C:3]=1[N:4]=[CH:5][N:6]2[C@H:11]1[C@@H:15]2[O:16][C:17]([CH3:19])([CH3:20])[O:18][C@@H:14]2[C@@H:13]([CH2:21][N:22]([CH2:37][CH3:38])[CH2:23][CH2:24][CH2:25][N:26]2[C:34](=[O:35])[C:33]3[C:28](=[CH:29][CH:30]=[CH:31][CH:32]=3)[C:27]2=[O:36])[O:12]1, predict the reactants needed to synthesize it. The reactants are: [NH2:1][C:2]1[N:10]=[CH:9][N:8]=[C:7]2[C:3]=1[N:4]=[CH:5][N:6]2[C@H:11]1[C@@H:15]2[O:16][C:17]([CH3:20])([CH3:19])[O:18][C@@H:14]2[C@@H:13]([CH2:21][NH:22][CH2:23][CH2:24][CH2:25][N:26]2[C:34](=[O:35])[C:33]3[C:28](=[CH:29][CH:30]=[CH:31][CH:32]=3)[C:27]2=[O:36])[O:12]1.[CH:37](=O)[CH3:38].[BH-](OC(C)=O)(OC(C)=O)OC(C)=O.[Na+].C([O-])(O)=O.[Na+]. (6) Given the product [CH2:1]([O:8][C:9]1[CH:10]=[C:11]2[C:15](=[CH:16][CH:17]=1)[N:14]([C@@H:18]([C:23]1[CH:28]=[CH:27][CH:26]=[C:25]([F:29])[CH:24]=1)[C@H:19]([OH:22])[CH2:20][NH:32][CH3:30])[CH2:13][CH2:12]2)[C:2]1[CH:7]=[CH:6][CH:5]=[CH:4][CH:3]=1, predict the reactants needed to synthesize it. The reactants are: [CH2:1]([O:8][C:9]1[CH:10]=[C:11]2[C:15](=[CH:16][CH:17]=1)[N:14]([C@@H:18]([C:23]1[CH:28]=[CH:27][CH:26]=[C:25]([F:29])[CH:24]=1)[C@H:19]([OH:22])[CH2:20]O)[CH2:13][CH2:12]2)[C:2]1[CH:7]=[CH:6][CH:5]=[CH:4][CH:3]=1.[CH2:30]([N:32](CC)CC)C.C1(C)C=CC(S(Cl)(=O)=O)=CC=1.CN. (7) Given the product [F:37][C:35]([F:36])([F:38])[C:30]([C:27]1[CH:26]=[CH:25][C:24]([CH2:23][N:21]2[CH:22]=[C:18]([CH2:17][O:16][C:14]([C:13]3[CH:12]=[CH:11][C:10]([O:9][C:7]([CH3:8])([CH3:43])[C:6]([OH:44])=[O:5])=[CH:42][CH:41]=3)=[O:15])[N:19]=[N:20]2)=[CH:29][CH:28]=1)([O:39][CH3:40])[C:31]([F:34])([F:33])[F:32], predict the reactants needed to synthesize it. The reactants are: C([O:5][C:6](=[O:44])[C:7]([CH3:43])([O:9][C:10]1[CH:42]=[CH:41][C:13]([C:14]([O:16][CH2:17][C:18]2[N:19]=[N:20][N:21]([CH2:23][C:24]3[CH:29]=[CH:28][C:27]([C:30]([O:39][CH3:40])([C:35]([F:38])([F:37])[F:36])[C:31]([F:34])([F:33])[F:32])=[CH:26][CH:25]=3)[CH:22]=2)=[O:15])=[CH:12][CH:11]=1)[CH3:8])(C)(C)C.Cl. (8) Given the product [Cl:1][C:2]1[CH:3]=[C:4]([O:12][CH:13]2[CH2:18][CH2:17][O:16][CH2:15][CH2:14]2)[C:5]([CH3:11])=[C:6]([CH:10]=1)[C:7]([NH:20][CH2:21][C:22]1[C:27](=[O:28])[CH:26]=[C:25]([CH3:29])[NH:24][C:23]=1[CH3:30])=[O:9], predict the reactants needed to synthesize it. The reactants are: [Cl:1][C:2]1[CH:3]=[C:4]([O:12][CH:13]2[CH2:18][CH2:17][O:16][CH2:15][CH2:14]2)[C:5]([CH3:11])=[C:6]([CH:10]=1)[C:7]([OH:9])=O.Cl.[NH2:20][CH2:21][C:22]1[C:27](=[O:28])[CH:26]=[C:25]([CH3:29])[NH:24][C:23]=1[CH3:30].C(Cl)CCl.C1C=NC2N(O)N=NC=2C=1.CN1CCOCC1.C([O-])(O)=O.[Na+]. (9) Given the product [CH2:1]([C:8]1[CH:26]=[CH:25][C:11]([CH2:12][N:13]([C:14]2[CH:15]=[CH:16][C:17]([OH:24])=[C:18]([CH:23]=2)[C:19]([O:21][CH3:22])=[O:20])[C:38](=[O:39])[C:37]2[CH:36]=[CH:35][C:34]([O:27][C:28]3[CH:33]=[CH:32][CH:31]=[CH:30][CH:29]=3)=[CH:42][CH:41]=2)=[CH:10][CH:9]=1)[CH2:2][CH2:3][CH2:4][CH2:5][CH2:6][CH3:7], predict the reactants needed to synthesize it. The reactants are: [CH2:1]([C:8]1[CH:26]=[CH:25][C:11]([CH2:12][NH:13][C:14]2[CH:15]=[CH:16][C:17]([OH:24])=[C:18]([CH:23]=2)[C:19]([O:21][CH3:22])=[O:20])=[CH:10][CH:9]=1)[CH2:2][CH2:3][CH2:4][CH2:5][CH2:6][CH3:7].[O:27]([C:34]1[CH:42]=[CH:41][C:37]([C:38](O)=[O:39])=[CH:36][CH:35]=1)[C:28]1[CH:33]=[CH:32][CH:31]=[CH:30][CH:29]=1.